From a dataset of NCI-60 drug combinations with 297,098 pairs across 59 cell lines. Regression. Given two drug SMILES strings and cell line genomic features, predict the synergy score measuring deviation from expected non-interaction effect. (1) Drug 1: C1CCC(CC1)NC(=O)N(CCCl)N=O. Drug 2: CCC1(CC2CC(C3=C(CCN(C2)C1)C4=CC=CC=C4N3)(C5=C(C=C6C(=C5)C78CCN9C7C(C=CC9)(C(C(C8N6C=O)(C(=O)OC)O)OC(=O)C)CC)OC)C(=O)OC)O.OS(=O)(=O)O. Cell line: IGROV1. Synergy scores: CSS=42.9, Synergy_ZIP=-8.65, Synergy_Bliss=0.599, Synergy_Loewe=4.02, Synergy_HSA=3.44. (2) Drug 1: CC1CCC2CC(C(=CC=CC=CC(CC(C(=O)C(C(C(=CC(C(=O)CC(OC(=O)C3CCCCN3C(=O)C(=O)C1(O2)O)C(C)CC4CCC(C(C4)OC)O)C)C)O)OC)C)C)C)OC. Drug 2: C1CNP(=O)(OC1)N(CCCl)CCCl. Cell line: DU-145. Synergy scores: CSS=19.6, Synergy_ZIP=-1.13, Synergy_Bliss=1.97, Synergy_Loewe=-29.6, Synergy_HSA=-3.95. (3) Drug 1: C1=NC2=C(N1)C(=S)N=CN2. Drug 2: CC1CCCC2(C(O2)CC(NC(=O)CC(C(C(=O)C(C1O)C)(C)C)O)C(=CC3=CSC(=N3)C)C)C. Cell line: SK-OV-3. Synergy scores: CSS=46.6, Synergy_ZIP=-7.52, Synergy_Bliss=-5.33, Synergy_Loewe=-1.24, Synergy_HSA=-0.0500. (4) Drug 1: C1CCN(CC1)CCOC2=CC=C(C=C2)C(=O)C3=C(SC4=C3C=CC(=C4)O)C5=CC=C(C=C5)O. Drug 2: CNC(=O)C1=NC=CC(=C1)OC2=CC=C(C=C2)NC(=O)NC3=CC(=C(C=C3)Cl)C(F)(F)F. Cell line: SF-268. Synergy scores: CSS=-1.55, Synergy_ZIP=0.545, Synergy_Bliss=2.43, Synergy_Loewe=-5.48, Synergy_HSA=-4.90. (5) Drug 1: CC1C(C(=O)NC(C(=O)N2CCCC2C(=O)N(CC(=O)N(C(C(=O)O1)C(C)C)C)C)C(C)C)NC(=O)C3=C4C(=C(C=C3)C)OC5=C(C(=O)C(=C(C5=N4)C(=O)NC6C(OC(=O)C(N(C(=O)CN(C(=O)C7CCCN7C(=O)C(NC6=O)C(C)C)C)C)C(C)C)C)N)C. Drug 2: N.N.Cl[Pt+2]Cl. Cell line: SW-620. Synergy scores: CSS=42.7, Synergy_ZIP=-0.999, Synergy_Bliss=1.75, Synergy_Loewe=6.20, Synergy_HSA=6.70. (6) Drug 1: C1CC(=O)NC(=O)C1N2CC3=C(C2=O)C=CC=C3N. Drug 2: CC1=C2C(C(=O)C3(C(CC4C(C3C(C(C2(C)C)(CC1OC(=O)C(C(C5=CC=CC=C5)NC(=O)C6=CC=CC=C6)O)O)OC(=O)C7=CC=CC=C7)(CO4)OC(=O)C)O)C)OC(=O)C. Cell line: HS 578T. Synergy scores: CSS=20.4, Synergy_ZIP=-1.22, Synergy_Bliss=-14.8, Synergy_Loewe=-48.5, Synergy_HSA=-15.5.